Predict the reactants needed to synthesize the given product. From a dataset of Full USPTO retrosynthesis dataset with 1.9M reactions from patents (1976-2016). Given the product [Cl:1][C:2]1[CH:7]=[CH:6][C:5]([S:8]([N:11]([CH2:22][C:23]2[CH:28]=[CH:27][C:26]([F:29])=[C:25]([Cl:30])[CH:24]=2)[C@@H:12]2[CH2:17][CH2:16][CH2:15][CH2:14][C@@H:13]2[C:18]([NH2:20])=[O:19])(=[O:9])=[O:10])=[CH:4][CH:3]=1, predict the reactants needed to synthesize it. The reactants are: [Cl:1][C:2]1[CH:7]=[CH:6][C:5]([S:8]([NH:11][C@@H:12]2[CH2:17][CH2:16][CH2:15][CH2:14][C@@H:13]2[C:18]([NH2:20])=[O:19])(=[O:10])=[O:9])=[CH:4][CH:3]=1.Br[CH2:22][C:23]1[CH:28]=[CH:27][C:26]([F:29])=[C:25]([Cl:30])[CH:24]=1.